Dataset: Full USPTO retrosynthesis dataset with 1.9M reactions from patents (1976-2016). Task: Predict the reactants needed to synthesize the given product. Given the product [O:17]1[CH:18]=[CH:19][CH:20]=[C:16]1[C:14]1[N:15]=[C:11]([NH:10][C:8]([C:6]2[CH:5]=[CH:4][N:3]=[C:2]([N:31]3[CH2:32][CH2:33][N:28]([CH3:27])[CH2:29][CH2:30]3)[CH:7]=2)=[O:9])[S:12][C:13]=1[N:21]1[CH2:26][CH2:25][O:24][CH2:23][CH2:22]1, predict the reactants needed to synthesize it. The reactants are: Cl[C:2]1[CH:7]=[C:6]([C:8]([NH:10][C:11]2[S:12][C:13]([N:21]3[CH2:26][CH2:25][O:24][CH2:23][CH2:22]3)=[C:14]([C:16]3[O:17][CH:18]=[CH:19][CH:20]=3)[N:15]=2)=[O:9])[CH:5]=[CH:4][N:3]=1.[CH3:27][N:28]1[CH2:33][CH2:32][NH:31][CH2:30][CH2:29]1.O.